Dataset: Forward reaction prediction with 1.9M reactions from USPTO patents (1976-2016). Task: Predict the product of the given reaction. (1) Given the reactants [NH2:1][C:2]1[N:6]([CH3:7])[C:5](=[O:8])[C:4]([C:15]2[CH:20]=[CH:19][CH:18]=[C:17]([OH:21])[CH:16]=2)([C:9]2[CH:14]=[CH:13][N:12]=[CH:11][CH:10]=2)[N:3]=1.I[CH2:23][CH2:24][CH3:25].C([O-])([O-])=O.[Cs+].[Cs+], predict the reaction product. The product is: [NH2:1][C:2]1[N:6]([CH3:7])[C:5](=[O:8])[C:4]([C:15]2[CH:20]=[CH:19][CH:18]=[C:17]([O:21][CH2:23][CH2:24][CH3:25])[CH:16]=2)([C:9]2[CH:14]=[CH:13][N:12]=[CH:11][CH:10]=2)[N:3]=1. (2) Given the reactants C(OC([NH:11][C@H:12]1[CH2:17][CH2:16][CH2:15][N:14]([CH:18]2[CH2:23][CH2:22][N:21]([C:24]([O:26][C:27]([CH3:30])([CH3:29])[CH3:28])=[O:25])[CH2:20][CH2:19]2)[C:13]1=[O:31])=O)C1C=CC=CC=1.[H][H], predict the reaction product. The product is: [NH2:11][C@H:12]1[CH2:17][CH2:16][CH2:15][N:14]([CH:18]2[CH2:19][CH2:20][N:21]([C:24]([O:26][C:27]([CH3:29])([CH3:28])[CH3:30])=[O:25])[CH2:22][CH2:23]2)[C:13]1=[O:31]. (3) Given the reactants [NH2:1][NH2:2].CO[C:5]1[CH:6]([CH3:19])[N:7]([C:12]([O:14][C:15]([CH3:18])([CH3:17])[CH3:16])=[O:13])[CH2:8][CH2:9][CH2:10][N:11]=1.C(N(CC)CC)C.[F:27][C:28]([F:39])([F:38])[C:29](O[C:29](=O)[C:28]([F:39])([F:38])[F:27])=O, predict the reaction product. The product is: [CH3:19][CH:6]1[N:7]([C:12]([O:14][C:15]([CH3:18])([CH3:17])[CH3:16])=[O:13])[CH2:8][CH2:9][CH2:10][N:11]2[C:29]([C:28]([F:39])([F:38])[F:27])=[N:1][N:2]=[C:5]12. (4) The product is: [NH2:24][C:17]1[C:16]2[N:15]=[C:14]([CH2:25][CH2:26][CH2:27][CH3:28])[N:13]([CH2:12][CH2:11][CH2:10][CH2:9][NH:8][C:29](=[O:36])[C:30]3[CH:35]=[CH:34][CH:33]=[CH:32][CH:31]=3)[C:21]=2[C:20]([CH3:22])=[C:19]([CH3:23])[N:18]=1. Given the reactants C(N(CC)CC)C.[NH2:8][CH2:9][CH2:10][CH2:11][CH2:12][N:13]1[C:21]2[C:20]([CH3:22])=[C:19]([CH3:23])[N:18]=[C:17]([NH2:24])[C:16]=2[N:15]=[C:14]1[CH2:25][CH2:26][CH2:27][CH3:28].[C:29](Cl)(=[O:36])[C:30]1[CH:35]=[CH:34][CH:33]=[CH:32][CH:31]=1.C(S(O)(=O)=O)C, predict the reaction product. (5) Given the reactants C[O:2][C:3](=[O:22])[CH2:4][CH2:5][C:6]1[CH:11]=[CH:10][C:9]([NH:12][C:13]2[CH:18]=[CH:17][CH:16]=[CH:15][C:14]=2[C:19](=O)[CH3:20])=[CH:8][CH:7]=1.OS(O)(=O)=O.C([O-])([O-])=O.[K+].[K+], predict the reaction product. The product is: [CH3:20][C:19]1[C:14]2[C:13]([N:12]=[C:9]3[C:10]=1[CH:11]=[C:6]([CH2:5][CH2:4][C:3]([OH:2])=[O:22])[CH:7]=[CH:8]3)=[CH:18][CH:17]=[CH:16][CH:15]=2. (6) Given the reactants [CH:1]1([N:6]([CH3:33])[C:7]2[C:8]([CH3:32])=[C:9]([CH:23]=[C:24]([C:26]3[CH2:27][CH2:28][NH:29][CH2:30][CH:31]=3)[CH:25]=2)[C:10]([NH:12][CH2:13][C:14]2[C:15](=[O:22])[NH:16][C:17]([CH3:21])=[CH:18][C:19]=2[CH3:20])=[O:11])[CH2:5][CH2:4][CH2:3][CH2:2]1.C=O.[C:36]([BH3-])#N.[Na+], predict the reaction product. The product is: [CH:1]1([N:6]([CH3:33])[C:7]2[C:8]([CH3:32])=[C:9]([CH:23]=[C:24]([C:26]3[CH2:27][CH2:28][N:29]([CH3:36])[CH2:30][CH:31]=3)[CH:25]=2)[C:10]([NH:12][CH2:13][C:14]2[C:15](=[O:22])[NH:16][C:17]([CH3:21])=[CH:18][C:19]=2[CH3:20])=[O:11])[CH2:2][CH2:3][CH2:4][CH2:5]1.